From a dataset of Experimentally validated miRNA-target interactions with 360,000+ pairs, plus equal number of negative samples. Binary Classification. Given a miRNA mature sequence and a target amino acid sequence, predict their likelihood of interaction. (1) The miRNA is hsa-miR-5047 with sequence UUGCAGCUGCGGUUGUAAGGU. Result: 0 (no interaction). The protein sequence of the target gene is MDVENEQILNVNPTDPDNLSDSLFSGDEENAGTEEIKNEINGNWISASTINEARINAKAKRRLRKNSSRDSGRGDSVSDNGSEAVRSGVAVPTSPKGRLLDRRSRSGKGRGLPKKGGAGGKGVWGTPGQVYDVEEVDVKDPNYDDDQENCVYETVVLPLDETAFEKTLTPIIQEYFEHGDTNEVAEMLRDLNLGEMKSGVPVLAVSLALEGKASHREMTSKLLSDLCGTVMSTNDVEKSFDKLLKDLPELALDTPRAPQLVGQFIARAVGDGILCNTYIDSYKGTVDCVQARAALDKATV.... (2) Result: 0 (no interaction). The protein sequence of the target gene is MAQLANIGELLSMLDSSTLGVRDDVTAIFKESLNSERGPMLVNTLVDYYLETNSQPVLHILTTLQEPHDKHLLDKINEYVGKAATRLSILSLLGHVVRLQPSWKHKLSQAPLLPSLLKCLKMDTDVVVLTTGVLVLITMLPMIPQSGKQHLLDFFDIFGRLSSWCLKKPGHVTEVYLVHLHASVYALFHRLYGMYPCNFVSFLRSHYSMKENVETFEEVVKPMMEHVRIHPELVTGSKDHELDPRRWKTLETHDVVIECAKISLDPTEASYEDGYSVSHQLSACFPYRSADVTTSPYVDT.... The miRNA is rno-miR-293-5p with sequence ACUCAAACUGUGUGACACUUU. (3) The miRNA is mmu-miR-181c-3p with sequence ACCAUCGACCGUUGAGUGGACC. The protein sequence of the target gene is MSWVQATLLARGLCRAWGGTCGAALTGTSISQVPRRLPRGLHCSAAAHSSEQSLVPSPPEPRQRPTKALVPFEDLFGQAPGGERDKASFLQTVQKFAEHSVRKRGHIDFIYLALRKMREYGVERDLAVYNQLLNIFPKEVFRPRNIIQRIFVHYPRQQECGIAVLEQMENHGVMPNKETEFLLIQIFGRKSYPMLKLVRLKLWFPRFMNVNPFPVPRDLPQDPVELAMFGLRHMEPDLSARVTIYQVPLPKDSTGAADPPQPHIVGIQSPDQQAALARHNPARPVFVEGPFSLWLRNKCV.... Result: 0 (no interaction).